Dataset: NCI-60 drug combinations with 297,098 pairs across 59 cell lines. Task: Regression. Given two drug SMILES strings and cell line genomic features, predict the synergy score measuring deviation from expected non-interaction effect. Drug 1: C1=CC=C(C=C1)NC(=O)CCCCCCC(=O)NO. Drug 2: CC1=C(C(=CC=C1)Cl)NC(=O)C2=CN=C(S2)NC3=CC(=NC(=N3)C)N4CCN(CC4)CCO. Cell line: NCI-H460. Synergy scores: CSS=36.9, Synergy_ZIP=-1.21, Synergy_Bliss=-0.308, Synergy_Loewe=-3.11, Synergy_HSA=3.21.